From a dataset of Acute oral toxicity (LD50) regression data from Zhu et al.. Regression/Classification. Given a drug SMILES string, predict its toxicity properties. Task type varies by dataset: regression for continuous values (e.g., LD50, hERG inhibition percentage) or binary classification for toxic/non-toxic outcomes (e.g., AMES mutagenicity, cardiotoxicity, hepatotoxicity). Dataset: ld50_zhu. (1) The compound is CSc1ccccc1. The rat oral LD50 is 2.14, given as -log10 of the dose in mol/kg body weight (higher means more acutely toxic). (2) The drug is C=CCOC(=O)CC(C)CC(C)(C)C. The rat oral LD50 is 2.15, given as -log10 of the dose in mol/kg body weight (higher means more acutely toxic). (3) The drug is CCCCCCCCCCCCc1ccc(S(=O)(=O)O)cc1. The rat oral LD50 is 2.70, given as -log10 of the dose in mol/kg body weight (higher means more acutely toxic). (4) The compound is C=CCc1cccc(CC=C)c1OCC1CO1. The rat oral LD50 is 1.71, given as -log10 of the dose in mol/kg body weight (higher means more acutely toxic).